Predict the reaction yield, written as a fraction of the theoretical maximum amount of product (1.0 means a 100% yield; for example, 0.34 means a 34% yield). From a dataset of Reaction yield outcomes from USPTO patents with 853,638 reactions. (1) The reactants are C(=O)([O-])[O-].[K+].[K+].[C:7]([N:11]=[C:12]=[O:13])([CH3:10])([CH3:9])[CH3:8].[CH3:14][C:15]1[NH:19][N:18]=[C:17]([O:20][C:21]2[CH:26]=[CH:25][C:24]([C:27]([F:30])([F:29])[F:28])=[CH:23][C:22]=2[N+:31]([O-:33])=[O:32])[CH:16]=1.Cl. The catalyst is CN(C=O)C. The product is [C:7]([NH:11][C:12]([N:19]1[C:15]([CH3:14])=[CH:16][C:17]([O:20][C:21]2[CH:26]=[CH:25][C:24]([C:27]([F:30])([F:29])[F:28])=[CH:23][C:22]=2[N+:31]([O-:33])=[O:32])=[N:18]1)=[O:13])([CH3:10])([CH3:9])[CH3:8]. The yield is 0.518. (2) The reactants are [N+:1]([C:4]1[CH:5]=[N:6][CH:7]=[CH:8][C:9]=1[C:10]1[O:15][C@H:14](/[CH:16]=[CH:17]/[CH3:18])[C@@H:13]([O:19][Si:20]([CH:27]([CH3:29])[CH3:28])([CH:24]([CH3:26])[CH3:25])[CH:21]([CH3:23])[CH3:22])[C@H:12]([O:30][Si:31]([CH:38]([CH3:40])[CH3:39])([CH:35]([CH3:37])[CH3:36])[CH:32]([CH3:34])[CH3:33])[CH:11]=1)([O-])=O. The catalyst is CCO.[Pd]. The product is [CH2:16]([C@H:14]1[O:15][C@H:10]([C:9]2[CH:8]=[CH:7][N:6]=[CH:5][C:4]=2[NH2:1])[CH2:11][C@@H:12]([O:30][Si:31]([CH:38]([CH3:40])[CH3:39])([CH:35]([CH3:37])[CH3:36])[CH:32]([CH3:33])[CH3:34])[C@@H:13]1[O:19][Si:20]([CH:27]([CH3:28])[CH3:29])([CH:24]([CH3:26])[CH3:25])[CH:21]([CH3:23])[CH3:22])[CH2:17][CH3:18]. The yield is 0.800. (3) The reactants are N[C:2]1[CH:3]=[CH:4][C:5]([C:8]#[N:9])=[N:6][CH:7]=1.N([O-])=O.[Na+].[S:14]([Cl:17])(Cl)=[O:15].[OH2:18]. The catalyst is Cl.O. The product is [C:8]([C:5]1[N:6]=[CH:7][C:2]([S:14]([Cl:17])(=[O:15])=[O:18])=[CH:3][CH:4]=1)#[N:9]. The yield is 0.735. (4) The catalyst is Cl.O. The yield is 0.600. The product is [NH2:15][C:4]1[CH:5]=[CH:6][C:7]2[CH2:13][CH2:12][C:11](=[O:14])[CH2:10][CH2:9][C:8]=2[C:3]=1[O:2][CH3:1]. The reactants are [CH3:1][O:2][C:3]1[C:8]2[CH2:9][CH2:10][C:11](=[O:14])[CH2:12][CH2:13][C:7]=2[CH:6]=[CH:5][C:4]=1[N+:15]([O-])=O.O1CCCC1. (5) The reactants are C(OC(=O)[NH:10][C:11]1[C:12]([O:26][CH3:27])=[N:13][CH:14]=[C:15]([B:17]2[O:21][C:20]([CH3:23])([CH3:22])[C:19]([CH3:25])([CH3:24])[O:18]2)[CH:16]=1)C1C=CC=CC=1. The product is [CH3:27][O:26][C:12]1[C:11]([NH2:10])=[CH:16][C:15]([B:17]2[O:21][C:20]([CH3:23])([CH3:22])[C:19]([CH3:25])([CH3:24])[O:18]2)=[CH:14][N:13]=1. The catalyst is CO.[OH-].[OH-].[Pd+2]. The yield is 0.970.